From a dataset of Catalyst prediction with 721,799 reactions and 888 catalyst types from USPTO. Predict which catalyst facilitates the given reaction. Reactant: O1CCCC1.[F:6][C:7]1[CH:24]=[CH:23][C:10]([O:11][C:12]2[CH:17]=[CH:16][C:15]([CH2:18][C:19](Cl)=[N:20][OH:21])=[CH:14][CH:13]=2)=[CH:9][CH:8]=1.[C:25]([C:27]1[C:28]([NH2:34])=[N:29][C:30]([NH2:33])=[CH:31][CH:32]=1)#[CH:26].C(N(CC)CC)C. Product: [F:6][C:7]1[CH:24]=[CH:23][C:10]([O:11][C:12]2[CH:17]=[CH:16][C:15]([CH2:18][C:19]3[CH:26]=[C:25]([C:27]4[C:28]([NH2:34])=[N:29][C:30]([NH2:33])=[CH:31][CH:32]=4)[O:21][N:20]=3)=[CH:14][CH:13]=2)=[CH:9][CH:8]=1. The catalyst class is: 6.